Dataset: Full USPTO retrosynthesis dataset with 1.9M reactions from patents (1976-2016). Task: Predict the reactants needed to synthesize the given product. Given the product [S:14]1[CH:18]=[CH:17][CH:16]=[C:15]1[C:19]([NH:1][C:2]1[CH2:12][CH2:13][CH2:10][CH2:9][C:3]=1[C:4]([O:6][CH2:7][CH3:8])=[O:5])=[O:20], predict the reactants needed to synthesize it. The reactants are: [NH2:1]/[C:2](/[CH2:12][CH3:13])=[C:3](/[CH2:9][CH2:10]C)\[C:4]([O:6][CH2:7][CH3:8])=[O:5].[S:14]1[CH:18]=[CH:17][CH:16]=[C:15]1[C:19](Cl)=[O:20].